Dataset: Catalyst prediction with 721,799 reactions and 888 catalyst types from USPTO. Task: Predict which catalyst facilitates the given reaction. (1) Reactant: [C:1]([O:5][C:6]([N:8]1[CH2:13][CH2:12][C:11]([CH2:17][C:18]2[C:19]([I:26])=[N:20][N:21]([CH:23]([CH3:25])[CH3:24])[CH:22]=2)(C(O)=O)[CH2:10][CH2:9]1)=[O:7])([CH3:4])([CH3:3])[CH3:2].C([N:29]([CH2:32]C)CC)C.C1(P(N=[N+]=[N-])(C2C=CC=CC=2)=[O:41])C=CC=CC=1. Product: [I:26][C:19]1[C:18]([CH2:17][C:11]2([N:29]=[C:32]=[O:41])[CH2:12][CH2:13][N:8]([C:6]([O:5][C:1]([CH3:4])([CH3:3])[CH3:2])=[O:7])[CH2:9][CH2:10]2)=[CH:22][N:21]([CH:23]([CH3:24])[CH3:25])[N:20]=1. The catalyst class is: 11. (2) Product: [CH3:30][C:24]1([C:22]([C:21]2[C:15]3[C:16](=[N:17][CH:18]=[C:13]([C:3]4[S:7][C:6]([C:8]([OH:10])=[O:9])=[CH:5][CH:4]=4)[N:14]=3)[N:19]([CH2:31][O:32][CH2:33][CH2:34][Si:35]([CH3:36])([CH3:38])[CH3:37])[CH:20]=2)=[O:23])[CH2:25][CH2:26][CH2:27][CH2:28][CH2:29]1. Reactant: OB(O)[C:3]1[S:7][C:6]([C:8]([OH:10])=[O:9])=[CH:5][CH:4]=1.Br[C:13]1[N:14]=[C:15]2[C:21]([C:22]([C:24]3([CH3:30])[CH2:29][CH2:28][CH2:27][CH2:26][CH2:25]3)=[O:23])=[CH:20][N:19]([CH2:31][O:32][CH2:33][CH2:34][Si:35]([CH3:38])([CH3:37])[CH3:36])[C:16]2=[N:17][CH:18]=1.C(=O)([O-])[O-].[K+].[K+]. The catalyst class is: 669. (3) Product: [CH:42]1([C:48]2([CH2:52][CH2:53][CH2:54][CH2:55][CH3:56])[CH2:49][N:50]([C:24](=[O:26])[C@H:23]([NH:22][C:20](=[O:21])[O:19][C:15]([CH3:16])([CH3:17])[CH3:18])[CH2:27][C:28]3[CH:33]=[CH:32][C:31]([O:34][CH3:35])=[CH:30][CH:29]=3)[CH2:51]2)[CH2:43][CH2:44][CH2:45][CH2:46][CH2:47]1. The catalyst class is: 3. Reactant: C(Cl)CCl.C1C=CC2N(O)N=NC=2C=1.[C:15]([O:19][C:20]([NH:22][C@H:23]([CH2:27][C:28]1[CH:33]=[CH:32][C:31]([O:34][CH3:35])=[CH:30][CH:29]=1)[C:24]([OH:26])=O)=[O:21])([CH3:18])([CH3:17])[CH3:16].C(O)(=O)C(O)=O.[CH:42]1([C:48]2([CH2:52][CH2:53][CH2:54][CH2:55][CH3:56])[CH2:51][NH:50][CH2:49]2)[CH2:47][CH2:46][CH2:45][CH2:44][CH2:43]1.C(N(CC)CC)C. (4) Reactant: C(OC(=O)[NH:7][CH2:8][C:9]([NH:12][C:13](=[O:48])[CH2:14][C:15]1[CH:20]=[CH:19][C:18]([Cl:21])=[C:17]([F:22])[C:16]=1[N:23]1[C:27]([C:28]2[CH:33]=[CH:32][C:31]([F:34])=[C:30]([Cl:35])[CH:29]=2)=[C:26]([C:36]2[O:37][C:38]([NH2:41])=[N:39][N:40]=2)[N:25]=[C:24]1[CH:42]1[CH2:47][CH2:46][CH2:45][CH2:44][CH2:43]1)([CH3:11])[CH3:10])(C)(C)C.Cl. Product: [NH2:7][CH2:8][C:9]([NH:12][C:13](=[O:48])[CH2:14][C:15]1[CH:20]=[CH:19][C:18]([Cl:21])=[C:17]([F:22])[C:16]=1[N:23]1[C:27]([C:28]2[CH:33]=[CH:32][C:31]([F:34])=[C:30]([Cl:35])[CH:29]=2)=[C:26]([C:36]2[O:37][C:38]([NH2:41])=[N:39][N:40]=2)[N:25]=[C:24]1[CH:42]1[CH2:43][CH2:44][CH2:45][CH2:46][CH2:47]1)([CH3:10])[CH3:11]. The catalyst class is: 12. (5) Reactant: [NH2:1][C@@H:2]1[CH2:6][CH2:5][N:4]([C:7](OC(C)(C)C)=O)[CH2:3]1.C([N:16](CC)CC)C.[F:21][C:22]([F:34])([F:33])[C:23]1[CH:24]=[C:25]([S:29](Cl)(=[O:31])=[O:30])[CH:26]=[CH:27][CH:28]=1.CCN(C(C)C)C(C)C.BrC#N. Product: [C:7]([N:4]1[CH2:5][CH2:6][C@@H:2]([NH:1][S:29]([C:25]2[CH:26]=[CH:27][CH:28]=[C:23]([C:22]([F:34])([F:33])[F:21])[CH:24]=2)(=[O:31])=[O:30])[CH2:3]1)#[N:16]. The catalyst class is: 18. (6) Reactant: [CH2:1]([C:3]1[N:4]([C:28]2[CH:33]=[CH:32][C:31]([OH:34])=[CH:30][CH:29]=2)[C:5](=[O:27])[C:6]([CH2:12][C:13]2[CH:18]=[CH:17][C:16]([C:19]3[C:20]([C:25]#[N:26])=[CH:21][CH:22]=[CH:23][CH:24]=3)=[CH:15][CH:14]=2)=[C:7]([CH2:9][CH2:10][CH3:11])[N:8]=1)[CH3:2].[Si](O[CH:43]1[CH2:47][CH2:46][CH:45]([OH:48])[CH2:44]1)(C(C)(C)C)(C)C.C1(P(C2C=CC=CC=2)C2C=CC=CC=2)C=CC=CC=1.[N:69]([C:70]([O:72]C(C)C)=[O:71])=[N:69][C:70]([O:72]C(C)C)=[O:71]. The catalyst class is: 30. Product: [CH2:1]([C:3]1[N:4]([C:28]2[CH:33]=[CH:32][C:31]([O:34][CH:47]3[CH2:43][CH2:44][CH:45]([OH:48])[CH2:46]3)=[CH:30][CH:29]=2)[C:5](=[O:27])[C:6]([CH2:12][C:13]2[CH:18]=[CH:17][C:16]([C:19]3[CH:24]=[CH:23][CH:22]=[CH:21][C:20]=3[C:25]3[NH:69][C:70](=[O:71])[O:72][N:26]=3)=[CH:15][CH:14]=2)=[C:7]([CH2:9][CH2:10][CH3:11])[N:8]=1)[CH3:2]. (7) Reactant: [CH2:1]([O:8][C:9]1[N:14]=[CH:13][C:12]([OH:15])=[CH:11][CH:10]=1)[C:2]1[CH:7]=[CH:6][CH:5]=[CH:4][CH:3]=1.[H-].[Na+].[CH3:18][O:19][CH2:20]Cl. Product: [CH2:1]([O:8][C:9]1[CH:10]=[CH:11][C:12]([O:15][CH2:18][O:19][CH3:20])=[CH:13][N:14]=1)[C:2]1[CH:3]=[CH:4][CH:5]=[CH:6][CH:7]=1. The catalyst class is: 3. (8) Reactant: Cl[C:2]1[N:7]=[C:6]([N:8]2[CH2:13][CH2:12][O:11][CH2:10][CH2:9]2)[N:5]=[C:4]([N:14]2[CH2:19][CH2:18][O:17][CH2:16][CH2:15]2)[N:3]=1.CC1(C)C(C)(C)OB([C:28]2[CH:33]=[CH:32][C:31]([CH2:34][C:35]([OH:37])=[O:36])=[CH:30][CH:29]=2)O1.C(=O)([O-])[O-].[Na+].[Na+]. Product: [O:17]1[CH2:18][CH2:19][N:14]([C:4]2[N:5]=[C:6]([N:8]3[CH2:13][CH2:12][O:11][CH2:10][CH2:9]3)[N:7]=[C:2]([C:28]3[CH:33]=[CH:32][C:31]([CH2:34][C:35]([OH:37])=[O:36])=[CH:30][CH:29]=3)[N:3]=2)[CH2:15][CH2:16]1. The catalyst class is: 853. (9) Product: [NH:15]1[CH2:14][CH2:13][CH:12]([N:8]2[C:4]3[C:3](=[N+:2]([O-:1])[CH:7]=[CH:6][CH:5]=3)[NH:10][C:9]2=[O:11])[CH2:17][CH2:16]1.[C:27]([OH:29])([C:26]([F:31])([F:30])[F:25])=[O:28]. The catalyst class is: 4. Reactant: [O-:1][N+:2]1[CH:7]=[CH:6][CH:5]=[C:4]2[N:8]([CH:12]3[CH2:17][CH2:16][N:15](C(OC(C)(C)C)=O)[CH2:14][CH2:13]3)[C:9](=[O:11])[NH:10][C:3]=12.[F:25][C:26]([F:31])([F:30])[C:27]([OH:29])=[O:28].